The task is: Binary Classification. Given a miRNA mature sequence and a target amino acid sequence, predict their likelihood of interaction.. This data is from Experimentally validated miRNA-target interactions with 360,000+ pairs, plus equal number of negative samples. (1) The miRNA is mmu-miR-1912-3p with sequence CACAGAACAUGCAGUGAGAACU. The protein sequence of the target gene is MTVQRLVAAAVLVALVSLILNNVAAFTSNWVCQTLEDGRRRSVGLWRSCWLVDRTRGGPSPGARAGQVDAHDCEALGWGSEAAGFQESRGTVKLQFDMMRACNLVATAALTAGQLTFLLGLVGLPLLSPDAPCWEEAMAAAFQLASFVLVIGLVTFYRIGPYTNLSWSCYLNIGACLLATLAAAMLIWNILHKREDCMAPRVIVISRSLTARFRRGLDNDYVESPC. Result: 0 (no interaction). (2) The miRNA is hsa-miR-1468-3p with sequence AGCAAAAUAAGCAAAUGGAAAA. The protein sequence of the target gene is MAAAAAAAGAAGSAAPAAAAGAPGSGGAPSGSQGVLIGDRLYSGVLITLENCLLPDDKLRFTPSMSSGLDTDTETDLRVVGCELIQAAGILLRLPQVAMATGQVLFQRFFYTKSFVKHSMEHVSMACVHLASKIEEAPRRIRDVINVFHRLRQLRDKKKPVPLLLDQDYVNLKNQIIKAERRVLKELGFCVHVKHPHKIIVMYLQVLECERNQHLVQTSWNYMNDSLRTDVFVRFQPESIACACIYLAARTLEIPLPNRPHWFLLFGATEEEIQEICLKILQLYARKKVDLTHLEGEVEK.... Result: 1 (interaction). (3) The miRNA is hsa-miR-4706 with sequence AGCGGGGAGGAAGUGGGCGCUGCUU. The protein sequence of the target gene is MSTPPLAASGMAPGPFAGPQAQQAAREVNTASLCRIGQETVQDIVYRTMEIFQLLRNMQLPNGVTYHTGTYQDRLTKLQDNLRQLSVLFRKLRLVYDKCNENCGGMDPIPVEQLIPYVEEDGSKNDDRAGPPRFASEERREIAEVNKKLKQKNQQLKQIMDQLRNLIWDINAMLAMRN. Result: 0 (no interaction). (4) The miRNA is hsa-miR-3619-5p with sequence UCAGCAGGCAGGCUGGUGCAGC. The protein sequence of the target gene is MKPSIAEMLHRGRMLWIILLSTIALGWTTPIPLIEDSEEIDEPCFDPCYCEVKESLFHIHCDSKGFTNISQITEFWSRPFKLYLQRNSMRKLYTNSFLHLNNAVSINLGNNALQDIQTGAFNGLKILKRLYLHENKLDVFRNDTFLGLESLEYLQADYNVIKRIESGAFRNLSKLRVLILNDNLIPMLPTNLFKAVSLTHLDLRGNRLKVLFYRGMLDHIGRSLMELQLEENPWNCTCEIVQLKSWLERIPYTALVGDITCETPFHFHGKDLREIRKTELCPLLSDSEVEASLGIPHSSS.... Result: 0 (no interaction). (5) The miRNA is mmu-miR-382-5p with sequence GAAGUUGUUCGUGGUGGAUUCG. The protein sequence of the target gene is MIPVSLLVVVVGGWTAVYLADLVLKSSVYFKHSYEDWLENNGLSISPFHIRWQTSIFNRAFYSWGRRKARMLYQWFNFGMVFGVIAMFSSFFLLGKTLMQTLAQMMADSPSPYSSSSSSSSSSSSSSSSSSSLHNEQVLQVVVPGINLPVNQLTYFFAAVLISGVVHEIGHGIAAIREQVRFNGFGIFLFIIYPGAFVDLFTTHLQLISPVQQLRIFCAGIWHNFVLALLGILALVLLPVILLPFYYTGVGVLITEVAEDSPAIGPRGLFVGDLVTHLQDCPVTNVQDWNECLDTIAYEP.... Result: 0 (no interaction). (6) The miRNA is mmu-miR-367-3p with sequence AAUUGCACUUUAGCAAUGGUGA. The protein sequence of the target gene is MNKPLTPSTYIRNLNVGILRKLSDFIDPQEGWKKLAVAIKKPSGDDRYNQFHIRRFEALLQTGKSPTCELLFDWGTTNCTVGDLVDLLVQIELFAPATLLLPDAVPQTVKSLPPREAATVAQTHGPCQEKDRTSVMPMPKLEHSCEPPDSSSPDNRSVESSDTRFHSFSFHELKSITNNFDEQPASAGGNRMGEGGFGVVYKGCVNNTIVAVKKLGAMVEISTEELKQQFDQEIKVMATCQHENLVELLGFSSDSDNLCLVYAYMPNGSLLDRLSCLDGTPPLSWHTRCKVAQGTANGIR.... Result: 1 (interaction). (7) The miRNA is hsa-miR-1227-5p with sequence GUGGGGCCAGGCGGUGG. The protein sequence of the target gene is MSLKMDNRDVAGKANRWFGVAPPKSGKMNMNILHQEELIAQKKREIEAKMEQKAKQNQVASPQPPHPGEITNAHNSSCISNKFANDGSFLQQFLKLQKAQTSTDAPTSAPSAPPSTPTPSAGKRSLLISRRTGLGLASLPGPVKSYSHAKQLPVAHRPSVFQSPDEDEEEDYEQWLEIKVSPPEGAETRKVIEKLARFVAEGGPELEKVAMEDYKDNPAFAFLHDKNSREFLYYRKKVAEIRKEAQKSQAASQKVSPPEDEEVKNLAEKLARFIADGGPEVETIALQNNRENQAFSFLYE.... Result: 0 (no interaction). (8) The miRNA is hsa-miR-4423-5p with sequence AGUUGCCUUUUUGUUCCCAUGC. Result: 1 (interaction). The protein sequence of the target gene is MMKLKSNQTRTYDGDGYKKRAACLCFRSESEEEVLLVSSSRHPDRWIVPGGGMEPEEEPSVAAVREVCEEAGVKGTLGRLVGIFENQERKHRTYVYVLIVTEVLEDWEDSVNIGRKREWFKIEDAIKVLQYHKPVQASYFETLRQGYSANNGTPVVATTYSVSAQSSMSGIR.